From a dataset of Forward reaction prediction with 1.9M reactions from USPTO patents (1976-2016). Predict the product of the given reaction. Given the reactants [OH:1][CH2:2]C(CO)OCN1C=C(C=C)C(=O)NC1=O.BrN1C(=O)CCC1=O.[OH:26][CH2:27][CH2:28][O:29][CH2:30][N:31]1[CH:38]=[C:37]([CH:39]([N:42]=[N+:43]=[N-:44])[CH2:40][Br:41])[C:35](=[O:36])[NH:34][C:32]1=[O:33], predict the reaction product. The product is: [OH:26][CH2:27][CH:28]([CH2:2][OH:1])[O:29][CH2:30][N:31]1[CH:38]=[C:37]([CH:39]([N:42]=[N+:43]=[N-:44])[CH2:40][Br:41])[C:35](=[O:36])[NH:34][C:32]1=[O:33].